This data is from Full USPTO retrosynthesis dataset with 1.9M reactions from patents (1976-2016). The task is: Predict the reactants needed to synthesize the given product. Given the product [C:44]([C:37]1[C:38]([O:40][CH:41]([CH3:43])[CH3:42])=[CH:39][C:34]([NH:33][C:32]([N:7]2[C:6]3[C:11](=[CH:12][C:13]([CH2:14][N:15]4[CH2:20][CH2:19][N:18]([CH3:21])[CH2:17][C:16]4=[O:22])=[C:4]([CH:3]([O:23][CH3:24])[O:2][CH3:1])[N:5]=3)[CH2:10][CH2:9][CH2:8]2)=[O:31])=[N:35][CH:36]=1)#[N:45], predict the reactants needed to synthesize it. The reactants are: [CH3:1][O:2][CH:3]([O:23][CH3:24])[C:4]1[C:13]([CH2:14][N:15]2[CH2:20][CH2:19][N:18]([CH3:21])[CH2:17][C:16]2=[O:22])=[CH:12][C:11]2[CH2:10][CH2:9][CH2:8][NH:7][C:6]=2[N:5]=1.C1([O:31][C:32](=O)[NH:33][C:34]2[CH:39]=[C:38]([O:40][CH:41]([CH3:43])[CH3:42])[C:37]([C:44]#[N:45])=[CH:36][N:35]=2)C=CC=CC=1.